Dataset: Reaction yield outcomes from USPTO patents with 853,638 reactions. Task: Predict the reaction yield, written as a fraction of the theoretical maximum amount of product (1.0 means a 100% yield; for example, 0.34 means a 34% yield). (1) The reactants are [CH2:1]([O:3][C:4]([C:6]1[NH:7][CH:8]=[C:9]([N+:11]([O-:13])=[O:12])[CH:10]=1)=[O:5])[CH3:2].[CH3:14][CH2:15][O-].[Na+].[CH3:18]I.O. The catalyst is CCO.C(Cl)(Cl)Cl. The product is [CH2:1]([O:3][C:4]([C:6]1[N:7]([CH2:18][CH2:15][CH3:14])[CH:8]=[C:9]([N+:11]([O-:13])=[O:12])[CH:10]=1)=[O:5])[CH3:2]. The yield is 0.770. (2) The reactants are [NH:1]1[CH2:6][CH2:5][CH2:4][CH2:3][CH2:2]1.Cl[CH2:8][C:9]1[CH:34]=[CH:33][C:12]([C:13]([NH:15][C:16]2[CH:21]=[CH:20][C:19]([O:22][C:23](=[O:32])[N:24]([CH3:31])[C:25]3[CH:30]=[CH:29][CH:28]=[CH:27][CH:26]=3)=[CH:18][CH:17]=2)=[O:14])=[CH:11][CH:10]=1.O. The catalyst is CN(C)C=O. The product is [N:1]1([CH2:8][C:9]2[CH:10]=[CH:11][C:12]([C:13]([NH:15][C:16]3[CH:21]=[CH:20][C:19]([O:22][C:23](=[O:32])[N:24]([CH3:31])[C:25]4[CH:30]=[CH:29][CH:28]=[CH:27][CH:26]=4)=[CH:18][CH:17]=3)=[O:14])=[CH:33][CH:34]=2)[CH2:6][CH2:5][CH2:4][CH2:3][CH2:2]1. The yield is 0.810. (3) The yield is 0.201. The catalyst is CC(O)C.O. The product is [NH2:1][C:2]([CH3:25])([CH3:24])[C@H:3]([NH:8][C:9](=[O:23])[C:10]1[CH:15]=[CH:14][C:13]([C:16]#[C:17][C:18]#[C:19][C@@H:20]([OH:22])[CH3:21])=[CH:12][CH:11]=1)[C:4]([NH:26][OH:27])=[O:5]. The reactants are [NH2:1][C:2]([CH3:25])([CH3:24])[C@H:3]([NH:8][C:9](=[O:23])[C:10]1[CH:15]=[CH:14][C:13]([C:16]#[C:17][C:18]#[C:19][C@@H:20]([OH:22])[CH3:21])=[CH:12][CH:11]=1)[C:4](OC)=[O:5].[NH2:26][OH:27]. (4) The reactants are [C:1]([O:4][C@H:5]1[CH2:9][C@H:8]([N:10]2[C:14]3[N:15]=[CH:16][N:17]=[C:18]([CH2:19][CH2:20][C:21]4[CH:26]=[CH:25][CH:24]=[CH:23][CH:22]=4)[C:13]=3[C:12](I)=[CH:11]2)[O:7][C@@H:6]1[CH2:28][O:29][Si:30]([C:33]([CH3:36])([CH3:35])[CH3:34])([CH3:32])[CH3:31])(=[O:3])[CH3:2].CCN(C(C)C)C(C)C.[C:46]([Si:48]([CH3:51])([CH3:50])[CH3:49])#[CH:47]. The catalyst is CN(C=O)C.CCOC(C)=O.[Cu]I.Cl[Pd](Cl)([P](C1C=CC=CC=1)(C1C=CC=CC=1)C1C=CC=CC=1)[P](C1C=CC=CC=1)(C1C=CC=CC=1)C1C=CC=CC=1. The product is [C:1]([O:4][C@H:5]1[CH2:9][C@H:8]([N:10]2[C:14]3[N:15]=[CH:16][N:17]=[C:18]([CH2:19][CH2:20][C:21]4[CH:26]=[CH:25][CH:24]=[CH:23][CH:22]=4)[C:13]=3[C:12]([C:47]#[C:46][Si:48]([CH3:51])([CH3:50])[CH3:49])=[CH:11]2)[O:7][C@@H:6]1[CH2:28][O:29][Si:30]([C:33]([CH3:36])([CH3:35])[CH3:34])([CH3:32])[CH3:31])(=[O:3])[CH3:2]. The yield is 0.580.